Dataset: Full USPTO retrosynthesis dataset with 1.9M reactions from patents (1976-2016). Task: Predict the reactants needed to synthesize the given product. (1) Given the product [N:2]1([C:8]2[N:13]=[C:12]([NH:14][C:15]3[CH:16]=[CH:17][C:18]([C:21]4([CH2:26][OH:27])[CH2:22][CH2:23][CH2:24][CH2:25]4)=[CH:19][CH:20]=3)[C:11]3[CH2:29][CH2:30][CH2:31][C:10]=3[N:9]=2)[CH2:7][CH2:6][O:5][CH2:4][CH2:3]1, predict the reactants needed to synthesize it. The reactants are: [Li].[N:2]1([C:8]2[N:13]=[C:12]([NH:14][C:15]3[CH:20]=[CH:19][C:18]([C:21]4([C:26](O)=[O:27])[CH2:25][CH2:24][CH2:23][CH2:22]4)=[CH:17][CH:16]=3)[C:11]3[CH2:29][CH2:30][CH2:31][C:10]=3[N:9]=2)[CH2:7][CH2:6][O:5][CH2:4][CH2:3]1. (2) Given the product [ClH:1].[ClH:1].[CH2:2]([O:4][C:5]([CH2:7][N:8]1[CH2:9][CH2:10][CH:11]([CH2:14][CH2:15][NH2:16])[CH2:12][CH2:13]1)=[O:6])[CH3:3], predict the reactants needed to synthesize it. The reactants are: [ClH:1].[CH2:2]([O:4][C:5]([CH2:7][N:8]1[CH2:13][CH2:12][CH:11]([CH2:14][C:15]#[N:16])[CH2:10][CH2:9]1)=[O:6])[CH3:3].Cl.[H][H].